This data is from Reaction yield outcomes from USPTO patents with 853,638 reactions. The task is: Predict the reaction yield, written as a fraction of the theoretical maximum amount of product (1.0 means a 100% yield; for example, 0.34 means a 34% yield). (1) The reactants are [CH3:1][C:2]1([CH3:15])[CH2:14][C:5]2[NH:6][C:7]([C:9]([O:11][CH2:12][CH3:13])=[O:10])=[CH:8][C:4]=2[CH2:3]1.[H-].[Na+].Br[CH2:19][C:20]#[N:21].O. The catalyst is CN(C=O)C.C(OCC)(=O)C. The product is [C:20]([CH2:19][N:6]1[C:7]([C:9]([O:11][CH2:12][CH3:13])=[O:10])=[CH:8][C:4]2[CH2:3][C:2]([CH3:1])([CH3:15])[CH2:14][C:5]1=2)#[N:21]. The yield is 0.950. (2) No catalyst specified. The product is [CH3:26][O:27][C:28]1[CH:29]=[C:30](/[C:31](=[CH:23]/[C:21]2[S:22][C:18]([N:17]([CH2:16][CH2:15][OH:14])[CH3:25])=[CH:19][CH:20]=2)/[C:32]#[N:33])[CH:34]=[CH:35][C:36]=1[O:37][CH3:38]. The reactants are CNCCO.BrC1SC(C=O)=CC=1.[OH:14][CH2:15][CH2:16][N:17]([CH3:25])[C:18]1[S:22][C:21]([CH:23]=O)=[CH:20][CH:19]=1.[CH3:26][O:27][C:28]1[CH:29]=[C:30]([CH:34]=[CH:35][C:36]=1[O:37][CH3:38])[CH2:31][C:32]#[N:33]. The yield is 0.240. (3) The reactants are [Si]([O:8][C@@H:9]1[C:13]2([CH2:15][CH2:14]2)[C:12](=[O:16])[N:11]([C:17]2[CH:24]=[CH:23][C:20]([C:21]#[N:22])=[C:19]([C:25]([F:28])([F:27])[F:26])[CH:18]=2)[C@H:10]1[CH2:29][CH3:30])(C(C)(C)C)(C)C.CO.Cl.C(=O)([O-])O.[Na+]. The catalyst is O1CCCC1. The product is [CH2:29]([C@H:10]1[C@H:9]([OH:8])[C:13]2([CH2:15][CH2:14]2)[C:12](=[O:16])[N:11]1[C:17]1[CH:24]=[CH:23][C:20]([C:21]#[N:22])=[C:19]([C:25]([F:28])([F:26])[F:27])[CH:18]=1)[CH3:30]. The yield is 0.830. (4) The reactants are [CH3:1][N:2]1[CH2:7][CH2:6][N:5]([C:8]([O:10][C@@H:11]2[N:20]([C:21]3[CH:22]=[CH:23][C:24]([Cl:27])=[CH:25][N:26]=3)[C:18](=[O:19])[C:13]3[N:14]=[CH:15][CH:16]=[N:17][C:12]2=3)=[O:9])[CH2:4][CH2:3]1.C1CCN2C(=NCCC2)CC1. The catalyst is C1(C)C=CC=CC=1. The product is [CH3:1][N:2]1[CH2:7][CH2:6][N:5]([C:8]([O:10][CH:11]2[N:20]([C:21]3[CH:22]=[CH:23][C:24]([Cl:27])=[CH:25][N:26]=3)[C:18](=[O:19])[C:13]3[N:14]=[CH:15][CH:16]=[N:17][C:12]2=3)=[O:9])[CH2:4][CH2:3]1. The yield is 0.520. (5) The reactants are I[C:2]1[CH:7]=[CH:6][C:5]([N+:8]([O-:10])=[O:9])=[CH:4][CH:3]=1.C(=O)([O-])[O-].[Cs+].[Cs+].C1(P(C2C=CC=CC=2)C2C=CC3C(=CC=CC=3)C=2C2C3C(=CC=CC=3)C=CC=2P(C2C=CC=CC=2)C2C=CC=CC=2)C=CC=CC=1.[NH2:63][C:64]1[CH:65]=[CH:66][C:67]([O:79][CH3:80])=[C:68]([C:70]2[CH:75]=[CH:74][CH:73]=[C:72]([C:76](=[O:78])[CH3:77])[CH:71]=2)[CH:69]=1. The catalyst is C1(C)C=CC=CC=1.C1C=CC(/C=C/C(/C=C/C2C=CC=CC=2)=O)=CC=1.C1C=CC(/C=C/C(/C=C/C2C=CC=CC=2)=O)=CC=1.C1C=CC(/C=C/C(/C=C/C2C=CC=CC=2)=O)=CC=1.[Pd].[Pd]. The product is [CH3:80][O:79][C:67]1[CH:66]=[CH:65][C:64]([NH:63][C:2]2[CH:7]=[CH:6][C:5]([N+:8]([O-:10])=[O:9])=[CH:4][CH:3]=2)=[CH:69][C:68]=1[C:70]1[CH:75]=[CH:74][CH:73]=[C:72]([C:76](=[O:78])[CH3:77])[CH:71]=1. The yield is 0.230. (6) The reactants are [F:1][C:2]1[C:7]([CH:8]([C:10]2[N:11]=[CH:12][N:13]([C:15]([C:28]3[CH:33]=[CH:32][CH:31]=[CH:30][CH:29]=3)([C:22]3[CH:27]=[CH:26][CH:25]=[CH:24][CH:23]=3)[C:16]3[CH:21]=[CH:20][CH:19]=[CH:18][CH:17]=3)[CH:14]=2)[OH:9])=[CH:6][CH:5]=[CH:4][N:3]=1. The catalyst is ClCCl.[O-2].[O-2].[Mn+4]. The product is [F:1][C:2]1[C:7]([C:8]([C:10]2[N:11]=[CH:12][N:13]([C:15]([C:28]3[CH:33]=[CH:32][CH:31]=[CH:30][CH:29]=3)([C:16]3[CH:17]=[CH:18][CH:19]=[CH:20][CH:21]=3)[C:22]3[CH:27]=[CH:26][CH:25]=[CH:24][CH:23]=3)[CH:14]=2)=[O:9])=[CH:6][CH:5]=[CH:4][N:3]=1. The yield is 0.850. (7) The reactants are C([O:4][CH2:5][C:6]1[C:11]([N:12]2[CH2:24][CH2:23][N:15]3[C:16]4[CH2:17][CH2:18][CH2:19][CH2:20][C:21]=4[CH:22]=[C:14]3[C:13]2=[O:25])=[CH:10][C:9]([F:26])=[CH:8][C:7]=1[C:27]1[CH:32]=[C:31]([NH:33][C:34]2[CH:39]=[CH:38][C:37]([N:40]3[CH2:45][CH2:44][N:43]([CH3:46])[CH:42]([CH2:47][F:48])[CH2:41]3)=[CH:36][N:35]=2)[C:30](=[O:49])[N:29]([CH3:50])[CH:28]=1)(=O)C.O[Li].O. The catalyst is CC(O)C.C1COCC1.O. The product is [F:26][C:9]1[CH:8]=[C:7]([C:27]2[CH:32]=[C:31]([NH:33][C:34]3[CH:39]=[CH:38][C:37]([N:40]4[CH2:45][CH2:44][N:43]([CH3:46])[CH:42]([CH2:47][F:48])[CH2:41]4)=[CH:36][N:35]=3)[C:30](=[O:49])[N:29]([CH3:50])[CH:28]=2)[C:6]([CH2:5][OH:4])=[C:11]([N:12]2[CH2:24][CH2:23][N:15]3[C:16]4[CH2:17][CH2:18][CH2:19][CH2:20][C:21]=4[CH:22]=[C:14]3[C:13]2=[O:25])[CH:10]=1. The yield is 0.930.